This data is from Peptide-MHC class I binding affinity with 185,985 pairs from IEDB/IMGT. The task is: Regression. Given a peptide amino acid sequence and an MHC pseudo amino acid sequence, predict their binding affinity value. This is MHC class I binding data. (1) The peptide sequence is EIIPKIKAY. The MHC is HLA-A02:06 with pseudo-sequence HLA-A02:06. The binding affinity (normalized) is 0.0847. (2) The peptide sequence is LLPPQHLIRV. The MHC is HLA-A02:01 with pseudo-sequence HLA-A02:01. The binding affinity (normalized) is 0.442. (3) The peptide sequence is SESDLEFSWL. The MHC is HLA-B44:03 with pseudo-sequence HLA-B44:03. The binding affinity (normalized) is 0.563. (4) The peptide sequence is GAGVLDKDL. The MHC is HLA-A68:02 with pseudo-sequence HLA-A68:02. The binding affinity (normalized) is 0. (5) The binding affinity (normalized) is 0.250. The MHC is HLA-A02:03 with pseudo-sequence HLA-A02:03. The peptide sequence is LNQAVNNLV. (6) The peptide sequence is YRYCHQLAL. The MHC is HLA-C03:03 with pseudo-sequence HLA-C03:03. The binding affinity (normalized) is 0.529.